Dataset: Tyrosyl-DNA phosphodiesterase HTS with 341,365 compounds. Task: Binary Classification. Given a drug SMILES string, predict its activity (active/inactive) in a high-throughput screening assay against a specified biological target. (1) The molecule is Clc1ccc(c2c3c(n(c(=O)n(c3=O)C)C)ncc2)cc1. The result is 0 (inactive). (2) The compound is O(CC(=O)NN1Cc2c(C1=N)cccc2)c1ccc(CC)cc1. The result is 0 (inactive). (3) The compound is O(CC(=O)c1[nH]ccc1)C(=O)c1ccc([N+]([O-])=O)cc1. The result is 0 (inactive). (4) The compound is s1c2c(=O)n(CC(=O)NCC(CCCC)CC)c(=O)[nH]c2cc1. The result is 0 (inactive). (5) The drug is O1c2c(OCC1)ccc(n1nnc(c1N)C(=O)Nc1ccc(cc1)C)c2. The result is 0 (inactive). (6) The drug is S(c1n(c2ncccc2n1)C)CC(=O)Nc1ccc(cc1)C(OCC)=O. The result is 0 (inactive).